Dataset: Catalyst prediction with 721,799 reactions and 888 catalyst types from USPTO. Task: Predict which catalyst facilitates the given reaction. Reactant: [F:1][C:2]1[CH:7]=[CH:6][C:5]([C:8]2[O:9][C:10]3[CH:20]=[CH:19][C:18]([C:21]4[C:22]([CH3:32])=[CH:23][C:24]([O:30][CH3:31])=[C:25]([CH:29]=4)[C:26](O)=[O:27])=[CH:17][C:11]=3[C:12]=2[C:13](=[O:16])[NH:14][CH3:15])=[CH:4][CH:3]=1.[CH3:33][C:34]1[CH:39]=[C:38]([CH3:40])[N:37]=[C:36]([C:41]2([NH2:44])[CH2:43][CH2:42]2)[N:35]=1.C1C=CC2N(O)N=NC=2C=1.CCN=C=NCCCN(C)C.Cl.C(N(C(C)C)CC)(C)C. Product: [CH3:40][C:38]1[CH:39]=[C:34]([CH3:33])[N:35]=[C:36]([C:41]2([NH:44][C:26]([C:25]3[C:24]([O:30][CH3:31])=[CH:23][C:22]([CH3:32])=[C:21]([C:18]4[CH:19]=[CH:20][C:10]5[O:9][C:8]([C:5]6[CH:4]=[CH:3][C:2]([F:1])=[CH:7][CH:6]=6)=[C:12]([C:13]([NH:14][CH3:15])=[O:16])[C:11]=5[CH:17]=4)[CH:29]=3)=[O:27])[CH2:42][CH2:43]2)[N:37]=1. The catalyst class is: 2.